This data is from Full USPTO retrosynthesis dataset with 1.9M reactions from patents (1976-2016). The task is: Predict the reactants needed to synthesize the given product. (1) Given the product [Cl:1][C:2]1[N:7]=[C:6]([N:11]([CH3:10])[CH:12]2[CH2:29][CH2:28][C:15]3([CH2:20][CH2:19][N:18]([C:21]([O:23][C:24]([CH3:25])([CH3:26])[CH3:27])=[O:22])[CH2:17][CH2:16]3)[CH2:14][CH2:13]2)[C:5]([Cl:9])=[CH:4][N:3]=1, predict the reactants needed to synthesize it. The reactants are: [Cl:1][C:2]1[N:7]=[C:6](Cl)[C:5]([Cl:9])=[CH:4][N:3]=1.[CH3:10][NH:11][CH:12]1[CH2:29][CH2:28][C:15]2([CH2:20][CH2:19][N:18]([C:21]([O:23][C:24]([CH3:27])([CH3:26])[CH3:25])=[O:22])[CH2:17][CH2:16]2)[CH2:14][CH2:13]1.C(N(CC)CC)C. (2) The reactants are: Br[CH2:2][CH2:3][N:4]1[CH:13]=[CH:12][C:11]2[C:6](=[CH:7][C:8]([C:14]([O:16][CH3:17])=[O:15])=[CH:9][CH:10]=2)[C:5]1=[O:18].[NH:19]1[CH2:24][CH2:23][CH2:22][CH2:21][CH2:20]1. Given the product [O:18]=[C:5]1[C:6]2[C:11](=[CH:10][CH:9]=[C:8]([C:14]([O:16][CH3:17])=[O:15])[CH:7]=2)[CH:12]=[CH:13][N:4]1[CH2:3][CH2:2][N:19]1[CH2:24][CH2:23][CH2:22][CH2:21][CH2:20]1, predict the reactants needed to synthesize it. (3) Given the product [CH3:29][N:26]1[CH2:25][CH2:24][C:23]([CH2:22][O:21][C@@H:19]([C:11]2[CH:10]=[C:9]([C:6]3[CH:7]=[CH:8][C:3]([C:1]#[N:2])=[CH:4][CH:5]=3)[CH:14]=[C:13]([C:15]([F:16])([F:17])[F:18])[CH:12]=2)[CH3:20])([C:36]2[CH:37]=[CH:38][CH:39]=[CH:40][CH:41]=2)[CH2:28][CH2:27]1, predict the reactants needed to synthesize it. The reactants are: [C:1]([C:3]1[CH:8]=[CH:7][C:6]([C:9]2[CH:14]=[C:13]([C:15]([F:18])([F:17])[F:16])[CH:12]=[C:11]([C@H:19]([O:21][CH2:22][C:23]3([C:36]4[CH:41]=[CH:40][CH:39]=[CH:38][CH:37]=4)[CH2:28][CH2:27][N:26]([C:29](OC(C)(C)C)=O)[CH2:25][CH2:24]3)[CH3:20])[CH:10]=2)=[CH:5][CH:4]=1)#[N:2].FC(F)(F)C(O)=O.C(Cl)Cl.C([BH3-])#N.[Na+]. (4) Given the product [Cl:1][C:2]1[CH:3]=[CH:4][C:5]([N:15]2[CH:19]=[C:18]([CH:20]([F:22])[F:21])[N:17]=[N:16]2)=[C:6]([C:8]2[N:13]=[CH:12][N:11]([C@@H:59]3[C:75]4[CH:76]=[C:71]([CH:72]=[CH:73][CH:74]=4)[C:70]4[N:69]([CH:77]([F:79])[F:78])[N:68]=[CH:67][C:66]=4[NH:65][C:64](=[O:80])[C@H:63]([CH3:81])[CH2:62][CH2:61][CH2:60]3)[C:10](=[O:14])[CH:9]=2)[CH:7]=1, predict the reactants needed to synthesize it. The reactants are: [Cl:1][C:2]1[CH:3]=[CH:4][C:5]([N:15]2[CH:19]=[C:18]([CH:20]([F:22])[F:21])[N:17]=[N:16]2)=[C:6]([C:8]2[N:13]=[CH:12][N:11]=[C:10]([OH:14])[CH:9]=2)[CH:7]=1.CN(C(ON1N=NC2C=CC=NC1=2)=[N+](C)C)C.F[P-](F)(F)(F)(F)F.C1CCN2C(=NCCC2)CC1.N[C@@H:59]1[C:75]2[CH:76]=[C:71]([CH:72]=[CH:73][CH:74]=2)[C:70]2[N:69]([CH:77]([F:79])[F:78])[N:68]=[CH:67][C:66]=2[NH:65][C:64](=[O:80])[C@H:63]([CH3:81])[CH2:62][CH2:61][CH2:60]1. (5) Given the product [Br:1][C:2]1[C:11]([F:12])=[CH:10][C:5]([CH:6]=[O:7])=[C:4]([N+:13]([O-:15])=[O:14])[CH:3]=1, predict the reactants needed to synthesize it. The reactants are: [Br:1][C:2]1[C:11]([F:12])=[CH:10][C:5]([C:6](OC)=[O:7])=[C:4]([N+:13]([O-:15])=[O:14])[CH:3]=1.[H-].C([Al+]CC(C)C)C(C)C.CO.C(C(C(C([O-])=O)O)O)([O-])=O.[Na+].[Na+]. (6) Given the product [BrH:1].[F:2][C:3]1[CH:8]=[C:7]([N+:9]([O-:11])=[O:10])[CH:6]=[CH:5][C:4]=1[O:12][CH:13]1[CH2:18][CH2:17][NH:16][CH2:15][CH2:14]1, predict the reactants needed to synthesize it. The reactants are: [BrH:1].[F:2][C:3]1[CH:8]=[C:7]([N+:9]([O-:11])=[O:10])[CH:6]=[CH:5][C:4]=1[O:12][CH:13]1[CH2:18][CH2:17][N:16](C(OCC2C=CC=CC=2)=O)[CH2:15][CH2:14]1. (7) Given the product [F:18][C:2]1([F:1])[CH2:7][CH2:6][CH:5]([CH:8]([C:11]2[CH:16]=[N:15][C:14]([CH3:17])=[N:13][CH:12]=2)[CH2:9][NH2:10])[CH2:4][CH2:3]1, predict the reactants needed to synthesize it. The reactants are: [F:1][C:2]1([F:18])[CH2:7][CH2:6][C:5](=[C:8]([C:11]2[CH:12]=[N:13][C:14]([CH3:17])=[N:15][CH:16]=2)[C:9]#[N:10])[CH2:4][CH2:3]1.N.O. (8) Given the product [C:11](=[O:12])([O:1][C:4]1[CH:9]=[CH:8][CH:7]=[CH:6][CH:5]=1)[O:10][C:4]1[CH:9]=[CH:8][CH:7]=[CH:6][CH:5]=1, predict the reactants needed to synthesize it. The reactants are: [OH2:1].[OH-].[Na+].[C:4]1([OH:10])[CH:9]=[CH:8][CH:7]=[CH:6][CH:5]=1.[C:11](Cl)(Cl)=[O:12]. (9) Given the product [CH2:1]([OH:23])[C@H:2]1[O:7][C@H:6]([O:8][C@:9]2([CH2:18][OH:19])[O:13][C@H:12]([CH2:14][OH:15])[C@@H:11]([OH:16])[C@@H:10]2[OH:17])[C@H:5]([OH:20])[C@@H:4]([OH:21])[C@@H:3]1[OH:22].[C:6]([O:8][C:9]([CH3:10])([CH3:18])[CH3:24])(=[O:7])[CH2:5][C:4]([CH3:3])=[O:21], predict the reactants needed to synthesize it. The reactants are: [CH2:1]([OH:23])[C@H:2]1[O:7][C@H:6]([O:8][C@:9]2([CH2:18][OH:19])[O:13][C@H:12]([CH2:14][OH:15])[C@@H:11]([OH:16])[C@@H:10]2[OH:17])[C@H:5]([OH:20])[C@@H:4]([OH:21])[C@@H:3]1[OH:22].[CH3:24]C(C)=O.